Predict the reaction yield, written as a fraction of the theoretical maximum amount of product (1.0 means a 100% yield; for example, 0.34 means a 34% yield). From a dataset of Reaction yield outcomes from USPTO patents with 853,638 reactions. (1) The product is [NH:8]1[CH2:12][CH2:11][C@H:10]([O:13][C:14]2[CH:15]=[N:16][CH:17]=[CH:18][CH:19]=2)[CH2:9]1. The catalyst is C(Cl)Cl. The reactants are C(OC([N:8]1[CH2:12][CH2:11][C@H:10]([O:13][C:14]2[CH:15]=[N:16][CH:17]=[CH:18][CH:19]=2)[CH2:9]1)=O)(C)(C)C.FC(F)(F)C(O)=O. The yield is 0.723. (2) The reactants are [CH3:1][C:2]([CH3:36])([CH3:35])[C@H:3]([NH:10][C:11]([C:13]1[N:14]=[C:15]([C:29]2[CH:34]=[CH:33][CH:32]=[CH:31][CH:30]=2)[N:16]2[CH2:21][CH2:20][N:19](C(OC(C)(C)C)=O)[CH2:18][C:17]=12)=[O:12])[C:4]1[O:8][N:7]=[C:6]([CH3:9])[N:5]=1.C(O)(C(F)(F)F)=O. The catalyst is C(Cl)Cl. The product is [CH3:1][C:2]([CH3:36])([CH3:35])[C@H:3]([NH:10][C:11]([C:13]1[N:14]=[C:15]([C:29]2[CH:30]=[CH:31][CH:32]=[CH:33][CH:34]=2)[N:16]2[CH2:21][CH2:20][NH:19][CH2:18][C:17]=12)=[O:12])[C:4]1[O:8][N:7]=[C:6]([CH3:9])[N:5]=1. The yield is 0.870. (3) The reactants are CC1C=CC([O:6][CH2:7][C:8](O)=[O:9])=CC=1.[NH2:13][C:14]1[CH:15]=[C:16]([CH:20]=[CH:21][CH:22]=1)[C:17]([NH2:19])=[O:18].[CH:23]1[CH:24]=[CH:25][C:26]2N(O)N=N[C:27]=2[CH:28]=1.CCN([CH:39]([CH3:41])[CH3:40])C(C)C.[CH2:42](Cl)CCl. The catalyst is CN(C=O)C.CO. The product is [C:39]([C:23]1[CH:24]=[CH:25][C:26]([O:9][CH2:8][C:7]([NH:13][C:14]2[CH:15]=[C:16]([CH:20]=[CH:21][CH:22]=2)[C:17]([NH2:19])=[O:18])=[O:6])=[CH:27][CH:28]=1)([CH3:41])([CH3:42])[CH3:40]. The yield is 0.780. (4) The reactants are [Br:1][CH2:2][CH2:3][CH2:4][CH2:5][CH2:6][CH2:7][CH2:8][CH2:9][CH2:10]Br.[N:12]1[C:21]2[C:16](=[CH:17][CH:18]=[CH:19][CH:20]=2)[CH:15]=[CH:14][CH:13]=1. No catalyst specified. The product is [Br-:1].[Br-:1].[CH2:2]([N+:12]1[C:21]2[C:16](=[CH:17][CH:18]=[CH:19][CH:20]=2)[CH:15]=[CH:14][CH:13]=1)[CH2:3][CH2:4][CH2:5][CH2:6][CH2:7][CH2:8][CH2:9][CH2:10][N+:12]1[C:21]2[C:16](=[CH:17][CH:18]=[CH:19][CH:20]=2)[CH:15]=[CH:14][CH:13]=1. The yield is 0.920. (5) The product is [CH3:18][O:17][C:13]1[CH:12]=[CH:11][CH:10]=[C:9]2[C:14]=1[C:15](=[O:16])[C:6]([C:4]([OH:5])=[O:3])=[CH:7][NH:8]2. The reactants are C([O:3][C:4]([C:6]1[C:15](=[O:16])[C:14]2[C:9](=[CH:10][CH:11]=[CH:12][C:13]=2[O:17][CH3:18])[NH:8][CH:7]=1)=[O:5])C. The yield is 0.520. The catalyst is [OH-].[Na+]. (6) The reactants are [NH:1]1[CH:5]=[C:4]([NH2:6])[CH:3]=[N:2]1.C(OC([NH:14][C:15]1[S:19][C:18]([C:20]2[C:25]([F:26])=[CH:24][CH:23]=[CH:22][C:21]=2[F:27])=[N:17][C:16]=1[C:28](O)=[O:29])=O)(C)(C)C.CN(C(ON1N=NC2C=CC=NC1=2)=[N+](C)C)C.F[P-](F)(F)(F)(F)F. No catalyst specified. The product is [NH2:14][C:15]1[S:19][C:18]([C:20]2[C:25]([F:26])=[CH:24][CH:23]=[CH:22][C:21]=2[F:27])=[N:17][C:16]=1[C:28]([NH:6][C:4]1[CH:5]=[N:1][NH:2][CH:3]=1)=[O:29]. The yield is 0.780. (7) The reactants are [NH2:1][C:2]1[CH:11]=[C:10]2[C:5]([C:6](=[O:12])[NH:7][CH:8]=[N:9]2)=[CH:4][CH:3]=1.[Cl:13][C:14]1[CH:19]=[CH:18][C:17]([N:20]=[C:21]=[O:22])=[CH:16][CH:15]=1. The catalyst is O1CCOCC1. The product is [Cl:13][C:14]1[CH:19]=[CH:18][C:17]([NH:20][C:21]([NH:1][C:2]2[CH:11]=[C:10]3[C:5]([C:6](=[O:12])[NH:7][CH:8]=[N:9]3)=[CH:4][CH:3]=2)=[O:22])=[CH:16][CH:15]=1. The yield is 0.140.